From a dataset of Catalyst prediction with 721,799 reactions and 888 catalyst types from USPTO. Predict which catalyst facilitates the given reaction. (1) Reactant: [C:1]([CH2:18][CH:19]([C:21]1[CH:33]=[CH:32][C:24]([C:25]([O:27]C(C)(C)C)=[O:26])=[CH:23][C:22]=1[N+:34]([O-:36])=[O:35])[CH3:20])([O:3][CH2:4][CH:5]1[C:17]2[C:12](=[CH:13][CH:14]=[CH:15][CH:16]=2)[C:11]2[C:6]1=[CH:7][CH:8]=[CH:9][CH:10]=2)=[O:2].C(O)(C(F)(F)F)=O. Product: [C:1]([CH2:18][CH:19]([C:21]1[CH:33]=[CH:32][C:24]([C:25]([OH:27])=[O:26])=[CH:23][C:22]=1[N+:34]([O-:36])=[O:35])[CH3:20])([O:3][CH2:4][CH:5]1[C:6]2[C:11](=[CH:10][CH:9]=[CH:8][CH:7]=2)[C:12]2[C:17]1=[CH:16][CH:15]=[CH:14][CH:13]=2)=[O:2]. The catalyst class is: 2. (2) Reactant: Br[C:2]1[CH:7]=[CH:6][C:5]([Br:8])=[CH:4][N:3]=1.[CH3:9][N:10]1[CH2:16][CH2:15][CH2:14][NH:13][CH2:12][CH2:11]1.C(=O)(O)[O-].[Na+]. Product: [Br:8][C:5]1[CH:6]=[CH:7][C:2]([N:13]2[CH2:14][CH2:15][CH2:16][N:10]([CH3:9])[CH2:11][CH2:12]2)=[N:3][CH:4]=1. The catalyst class is: 13. (3) Reactant: [CH3:1][O:2][C:3](=[O:16])[CH2:4][O:5][C:6]1[CH:11]=[C:10]([CH3:12])[C:9]([CH:13]=O)=[C:8]([CH3:15])[CH:7]=1.[NH2:17][C:18]1[CH:19]=[C:20]([CH:24]=[CH:25][C:26]=1[NH2:27])[C:21]([OH:23])=[O:22]. Product: [CH3:1][O:2][C:3]([CH2:4][O:5][C:6]1[CH:11]=[C:10]([CH3:12])[C:9]([C:13]2[NH:17][C:18]3[CH:19]=[C:20]([C:21]([OH:23])=[O:22])[CH:24]=[CH:25][C:26]=3[N:27]=2)=[C:8]([CH3:15])[CH:7]=1)=[O:16]. The catalyst class is: 16. (4) Reactant: [CH3:1][S:2]([NH:5][C:6]1[CH:21]=[CH:20][C:9]2[NH:10][C:11]([CH2:16][C:17]([OH:19])=O)=[N:12][S:13](=[O:15])(=[O:14])[C:8]=2[CH:7]=1)(=[O:4])=[O:3].[CH2:22]([O:24][C:25]([C@@H:27]1[CH2:31][CH2:30][CH2:29][C@@H:28]1[NH:32][CH2:33][C:34]1[CH:39]=[CH:38][C:37]([F:40])=[CH:36][N:35]=1)=[O:26])[CH3:23].C1(N=C=NC2CCCCC2)CCCCC1.ClCCl. Product: [CH2:22]([O:24][C:25]([C@@H:27]1[CH2:31][CH2:30][CH2:29][C@@H:28]1[N:32]([CH2:33][C:34]1[CH:39]=[CH:38][C:37]([F:40])=[CH:36][N:35]=1)[C:17](=[O:19])[CH2:16][C:11]1[NH:10][C:9]2[CH:20]=[CH:21][C:6]([NH:5][S:2]([CH3:1])(=[O:3])=[O:4])=[CH:7][C:8]=2[S:13](=[O:14])(=[O:15])[N:12]=1)=[O:26])[CH3:23]. The catalyst class is: 9. (5) Reactant: [F:1][C:2]([F:33])([F:32])[CH2:3][O:4][C:5]1[CH:6]=[CH:7][C:8]([O:11][C:12]2[CH:13]=[C:14]([CH:29]=[CH:30][CH:31]=2)[CH:15]=[C:16]2[CH2:21][CH2:20][N:19](C(OC(C)(C)C)=O)[CH2:18][CH2:17]2)=[N:9][CH:10]=1.C(O)(C(F)(F)F)=O. Product: [NH:19]1[CH2:20][CH2:21][C:16](=[CH:15][C:14]2[CH:13]=[C:12]([CH:31]=[CH:30][CH:29]=2)[O:11][C:8]2[CH:7]=[CH:6][C:5]([O:4][CH2:3][C:2]([F:33])([F:1])[F:32])=[CH:10][N:9]=2)[CH2:17][CH2:18]1. The catalyst class is: 2. (6) Reactant: [CH3:1][CH2:2][C:3]([N:5]([C:12]1([CH2:28][O:29][CH3:30])[CH2:17][CH2:16][N:15]([CH2:18][CH2:19][N:20]2[N:25]=[N:24][N:23]([CH2:26][CH3:27])[C:21]2=[O:22])[CH2:14][CH2:13]1)[C:6]1[CH:7]=[CH:8][CH:9]=[CH:10][CH:11]=1)=[O:4].Cl. The catalyst class is: 6. Product: [CH3:1][CH2:2][C:3]([N:5]([C:12]1([CH2:28][O:29][CH3:30])[CH2:13][CH2:14][N:15]([CH2:18][CH2:19][N:20]2[N:25]=[N:24][N:23]([CH2:26][CH3:27])[C:21]2=[O:22])[CH2:16][CH2:17]1)[C:6]1[CH:11]=[CH:10][CH:9]=[CH:8][CH:7]=1)=[O:4].